Predict the reactants needed to synthesize the given product. From a dataset of Full USPTO retrosynthesis dataset with 1.9M reactions from patents (1976-2016). (1) Given the product [CH2:1]([N:8]([CH2:9][C@@H:10]([OH:15])[C:11]([F:14])([F:13])[F:12])[C:27](=[O:28])[C@@H:26]([OH:35])[CH3:30])[C:2]1[CH:3]=[CH:4][CH:5]=[CH:6][CH:7]=1, predict the reactants needed to synthesize it. The reactants are: [CH2:1]([NH:8][CH2:9][C@@H:10]([OH:15])[C:11]([F:14])([F:13])[F:12])[C:2]1[CH:7]=[CH:6][CH:5]=[CH:4][CH:3]=1.CCN(C(C)C)C(C)C.Cl[C@@H:26]([CH3:30])[C:27](O)=[O:28].C(P1(=O)OP(=O)(CCC)OP(=O)(CCC)[O:35]1)CC. (2) The reactants are: [NH2:1][C:2]1[CH:3]=[CH:4][C:5]2[O:35][CH2:34][CH2:33][C@@H:9]3[S:10](=[O:32])(=[O:31])[C:11]([CH3:30])([CH3:29])[C:12]([N:14]([C:22]([O:24][C:25]([CH3:28])([CH3:27])[CH3:26])=[O:23])[C:15](=[O:21])[O:16][C:17]([CH3:20])([CH3:19])[CH3:18])=[N:13][C@:8]3([CH2:36][F:37])[C:6]=2[CH:7]=1.[C:38]([C:40]1[CH:41]=[C:42]([CH3:49])[C:43]([C:46](O)=[O:47])=[N:44][CH:45]=1)#[N:39].CCN(C(C)C)C(C)C.CCCP1(OP(CCC)(=O)OP(CCC)(=O)O1)=O. Given the product [C:38]([C:40]1[CH:41]=[C:42]([CH3:49])[C:43]([C:46]([NH:1][C:2]2[CH:3]=[CH:4][C:5]3[O:35][CH2:34][CH2:33][C@@H:9]4[S:10](=[O:32])(=[O:31])[C:11]([CH3:29])([CH3:30])[C:12]([N:14]([C:22]([O:24][C:25]([CH3:27])([CH3:28])[CH3:26])=[O:23])[C:15](=[O:21])[O:16][C:17]([CH3:18])([CH3:19])[CH3:20])=[N:13][C@:8]4([CH2:36][F:37])[C:6]=3[CH:7]=2)=[O:47])=[N:44][CH:45]=1)#[N:39], predict the reactants needed to synthesize it. (3) The reactants are: [I:1][C:2]1[N:3]=[C:4]([C@@H:8]2[CH2:12][CH2:11][CH2:10][N:9]2[C:13]([O:15][C:16]([CH3:19])([CH3:18])[CH3:17])=[O:14])[NH:5][C:6]=1I.[Li]CCCC.Cl. Given the product [I:1][C:2]1[NH:3][C:4]([C@@H:8]2[CH2:12][CH2:11][CH2:10][N:9]2[C:13]([O:15][C:16]([CH3:19])([CH3:18])[CH3:17])=[O:14])=[N:5][CH:6]=1, predict the reactants needed to synthesize it.